From a dataset of Full USPTO retrosynthesis dataset with 1.9M reactions from patents (1976-2016). Predict the reactants needed to synthesize the given product. (1) Given the product [CH2:1]([O:8][C:9]([N:11]1[CH2:16][CH2:15][N:14]([C:17]([O:19][C:20]([CH3:21])([CH3:22])[CH3:23])=[O:18])[CH2:13][CH:12]1[C:24]([N:27]1[CH2:32][CH2:31][O:30][CH2:29][CH2:28]1)=[O:26])=[O:10])[C:2]1[CH:7]=[CH:6][CH:5]=[CH:4][CH:3]=1, predict the reactants needed to synthesize it. The reactants are: [CH2:1]([O:8][C:9]([N:11]1[CH2:16][CH2:15][N:14]([C:17]([O:19][C:20]([CH3:23])([CH3:22])[CH3:21])=[O:18])[CH2:13][CH:12]1[C:24]([OH:26])=O)=[O:10])[C:2]1[CH:7]=[CH:6][CH:5]=[CH:4][CH:3]=1.[NH:27]1[CH2:32][CH2:31][O:30][CH2:29][CH2:28]1. (2) Given the product [F:1][C:2]1[C:11]2[O:10][CH2:9][CH2:8][NH:7][C:6]=2[C:5]([NH2:12])=[CH:4][CH:3]=1, predict the reactants needed to synthesize it. The reactants are: [F:1][C:2]1[C:11]2[O:10][CH2:9][CH2:8][NH:7][C:6]=2[C:5]([N+:12]([O-])=O)=[CH:4][CH:3]=1. (3) Given the product [C:13]([Si:17]([C:26]1[CH:27]=[CH:28][CH:29]=[CH:30][CH:31]=1)([C:32]1[CH:37]=[CH:36][CH:35]=[CH:34][CH:33]=1)[O:18][CH:19]1[CH2:20][CH2:21][C:22](=[O:25])[C:23](=[O:11])[CH2:24]1)([CH3:16])([CH3:14])[CH3:15], predict the reactants needed to synthesize it. The reactants are: [Cl-].CC1(C)CCCC(C)(C)[N+]1=[O:11].[C:13]([Si:17]([C:32]1[CH:37]=[CH:36][CH:35]=[CH:34][CH:33]=1)([C:26]1[CH:31]=[CH:30][CH:29]=[CH:28][CH:27]=1)[O:18][CH:19]1[CH2:24][CH2:23][C:22](=[O:25])[CH2:21][CH2:20]1)([CH3:16])([CH3:15])[CH3:14]. (4) Given the product [C:15]([C:6]1[CH:5]=[C:4]([C:2](=[O:3])[CH3:1])[CH:9]=[C:8]([C:10]([CH3:11])([CH3:13])[CH3:12])[C:7]=1[O:14][CH3:24])([CH3:18])([CH3:17])[CH3:16], predict the reactants needed to synthesize it. The reactants are: [CH3:1][C:2]([C:4]1[CH:9]=[C:8]([C:10]([CH3:13])([CH3:12])[CH3:11])[C:7]([OH:14])=[C:6]([C:15]([CH3:18])([CH3:17])[CH3:16])[CH:5]=1)=[O:3].[H-].[Na+].CI.O.[CH2:24]1COCC1. (5) Given the product [C:1]([O:5][C:6](=[O:19])[NH:7][CH2:8][CH2:9][CH2:10][CH2:11][C:12]1[CH:13]=[CH:14][C:15]([NH:18][CH2:21][C:22](=[O:23])[NH2:24])=[CH:16][CH:17]=1)([CH3:4])([CH3:2])[CH3:3], predict the reactants needed to synthesize it. The reactants are: [C:1]([O:5][C:6](=[O:19])[NH:7][CH2:8][CH2:9][CH2:10][CH2:11][C:12]1[CH:17]=[CH:16][C:15]([NH2:18])=[CH:14][CH:13]=1)([CH3:4])([CH3:3])[CH3:2].Br[CH2:21][C:22]([NH2:24])=[O:23].C(N(CC)CC)C. (6) Given the product [C:1]1(/[CH:13]=[CH:14]/[C:15]#[N:16])[C:11]2=[C:12]3[C:7](=[CH:8][CH:9]=[CH:10]2)[CH2:6][CH2:5][CH2:4][N:3]3[CH:2]=1, predict the reactants needed to synthesize it. The reactants are: [C:1]1([C:13](=O)[CH2:14][C:15]#[N:16])[C:11]2=[C:12]3[C:7](=[CH:8][CH:9]=[CH:10]2)[CH2:6][CH2:5][CH2:4][N:3]3[CH:2]=1.[BH4-].[Na+].